From a dataset of Forward reaction prediction with 1.9M reactions from USPTO patents (1976-2016). Predict the product of the given reaction. Given the reactants [Cl:1][C:2]1[CH:7]=[CH:6][C:5]([C@H:8]([C:21]([N:23]2[CH2:28][CH2:27][N:26]([C:29]3[C:34]([C:35]4[CH:40]=[CH:39][CH:38]=[CH:37][CH:36]=4)=[CH:33][N:32]=[C:31]4[NH:41][CH:42]=[C:43]([CH3:44])[C:30]=34)[CH2:25][CH2:24]2)=[O:22])[CH2:9][N:10]([CH:18]([CH3:20])[CH3:19])C(=O)OC(C)(C)C)=[CH:4][CH:3]=1.C(O)(C(F)(F)F)=O.C1(N)C(F)=C(F)C(F)=C(N)C=1F.Cl.Cl, predict the reaction product. The product is: [Cl:1][C:2]1[CH:7]=[CH:6][C:5]([C@@H:8]([CH2:9][NH:10][CH:18]([CH3:20])[CH3:19])[C:21]([N:23]2[CH2:28][CH2:27][N:26]([C:29]3[C:34]([C:35]4[CH:40]=[CH:39][CH:38]=[CH:37][CH:36]=4)=[CH:33][N:32]=[C:31]4[NH:41][CH:42]=[C:43]([CH3:44])[C:30]=34)[CH2:25][CH2:24]2)=[O:22])=[CH:4][CH:3]=1.